From a dataset of HIV replication inhibition screening data with 41,000+ compounds from the AIDS Antiviral Screen. Binary Classification. Given a drug SMILES string, predict its activity (active/inactive) in a high-throughput screening assay against a specified biological target. The compound is Cc1nc(-n2nc(-c3ccccc3)cc2-c2ccccc2)sc1C(=O)C=Cc1ccc(Cl)c(Cl)c1. The result is 0 (inactive).